From a dataset of Human liver microsome stability data. Regression/Classification. Given a drug SMILES string, predict its absorption, distribution, metabolism, or excretion properties. Task type varies by dataset: regression for continuous measurements (e.g., permeability, clearance, half-life) or binary classification for categorical outcomes (e.g., BBB penetration, CYP inhibition). Dataset: hlm. (1) The drug is CC[C@H](C)[C@H](NC(=O)n1c(=O)n(CCN2CCOCC2)c2ccccc21)C(N)=O. The result is 1 (stable in human liver microsomes). (2) The compound is Cc1cc(S(=O)(=O)N=C(N)NN=CC#Cc2ccccc2)c(SCc2cccc3ccccc23)cc1Cl. The result is 0 (unstable in human liver microsomes). (3) The compound is CC(C)C(=NCCCN1CCCCC1)Nc1ccnc2cc(Cl)ccc12. The result is 1 (stable in human liver microsomes). (4) The drug is O=S(=O)(NCc1ccc(-c2ccc(F)nc2)cc1)c1cc2ccc(Cl)cc2[nH]1. The result is 1 (stable in human liver microsomes).